Predict which catalyst facilitates the given reaction. From a dataset of Catalyst prediction with 721,799 reactions and 888 catalyst types from USPTO. (1) The catalyst class is: 2. Reactant: [CH3:1][O:2][CH2:3][C@H:4]([C:6]1[CH:11]=[CH:10][CH:9]=[CH:8][CH:7]=1)[NH2:5].[CH:12]([C:14]1([C:17]([O:19][CH3:20])=[O:18])[CH2:16][CH2:15]1)=O.[BH-](OC(C)=O)(OC(C)=O)OC(C)=O.[Na+].CC(O)C. Product: [CH3:1][O:2][CH2:3][C@@H:4]([NH:5][CH2:12][C:14]1([C:17]([O:19][CH3:20])=[O:18])[CH2:16][CH2:15]1)[C:6]1[CH:11]=[CH:10][CH:9]=[CH:8][CH:7]=1. (2) Reactant: C([O:4][C@H:5]1[C@H:10]([O:11]C(=O)C)[C@@H:9]([O:15]C(=O)C)[C@H:8]([C:19]2[CH:24]=[CH:23][C:22]([Cl:25])=[C:21]([CH2:26][C:27]3[S:28][C:29]([C:32]4[O:33][CH:34]=[CH:35][CH:36]=4)=[N:30][N:31]=3)[CH:20]=2)[O:7][C@H:6]1[CH2:37][O:38]C(=O)C)(=O)C.C[O-].[Na+].[H][H]. Product: [Cl:25][C:22]1[CH:23]=[CH:24][C:19]([C@H:8]2[C@H:9]([OH:15])[C@@H:10]([OH:11])[C@H:5]([OH:4])[C@@H:6]([CH2:37][OH:38])[O:7]2)=[CH:20][C:21]=1[CH2:26][C:27]1[S:28][C:29]([C:32]2[O:33][CH:34]=[CH:35][CH:36]=2)=[N:30][N:31]=1. The catalyst class is: 5. (3) Reactant: [F:1][C:2]1[CH:3]=[C:4]([N:13]2[CH2:17][C@H:16]([CH2:18][OH:19])[O:15][C:14]2=[O:20])[CH:5]=[CH:6][C:7]=1[N:8]1[CH:12]=[CH:11][N:10]=[CH:9]1.O[C:22]1[CH:26]=[CH:25][O:24][N:23]=1.C1(P(C2C=CC=CC=2)C2C=CC=CC=2)C=CC=CC=1.CC(OC(/N=N/C(OC(C)C)=O)=O)C. Product: [F:1][C:2]1[CH:3]=[C:4]([N:13]2[CH2:17][C@H:16]([CH2:18][O:19][C:22]3[CH:26]=[CH:25][O:24][N:23]=3)[O:15][C:14]2=[O:20])[CH:5]=[CH:6][C:7]=1[N:8]1[CH:12]=[CH:11][N:10]=[CH:9]1. The catalyst class is: 7. (4) Reactant: [F:1][C:2]([F:18])([C:9]([F:17])([F:16])[C:10]([F:15])([F:14])[CH:11]([F:13])[F:12])[CH2:3][CH:4]([C:7]#[N:8])[C:5]#[N:6].Br[CH2:20][CH2:21][CH:22]([Br:24])[CH3:23].C(=O)([O-])[O-].[K+].[K+].Cl. Product: [Br:24][CH:22]([CH3:23])[CH2:21][CH2:20][C:4]([CH2:3][C:2]([F:18])([F:1])[C:9]([F:16])([F:17])[C:10]([F:14])([F:15])[CH:11]([F:13])[F:12])([C:7]#[N:8])[C:5]#[N:6]. The catalyst class is: 16.